From a dataset of Forward reaction prediction with 1.9M reactions from USPTO patents (1976-2016). Predict the product of the given reaction. (1) Given the reactants [C:1]([O:5][C:6]([NH:8][C:9]1[CH:66]=[C:65]([O:67][Si:68]([CH:75]([CH3:77])[CH3:76])([CH:72]([CH3:74])[CH3:73])[CH:69]([CH3:71])[CH3:70])[C:64]([O:78][CH3:79])=[CH:63][C:10]=1[C:11]([N:13]1[C@H:17]([CH2:18][O:19][Si](C(C)(C)C)(C)C)[CH2:16][C:15]([C:27]2[CH:32]=[CH:31][C:30]([NH:33][C:34](=[O:62])[C@@H:35]([NH:37][C:38](=[O:61])[C@@H:39]([NH:43][C:44](=[O:60])[O:45][CH2:46][CH:47]3[C:59]4[CH:58]=[CH:57][CH:56]=[CH:55][C:54]=4[C:53]4[C:48]3=[CH:49][CH:50]=[CH:51][CH:52]=4)[CH:40]([CH3:42])[CH3:41])[CH3:36])=[CH:29][CH:28]=2)=[CH:14]1)=[O:12])=[O:7])([CH3:4])([CH3:3])[CH3:2], predict the reaction product. The product is: [C:1]([O:5][C:6]([NH:8][C:9]1[CH:66]=[C:65]([O:67][Si:68]([CH:69]([CH3:71])[CH3:70])([CH:72]([CH3:74])[CH3:73])[CH:75]([CH3:76])[CH3:77])[C:64]([O:78][CH3:79])=[CH:63][C:10]=1[C:11]([N:13]1[C@H:17]([CH2:18][OH:19])[CH2:16][C:15]([C:27]2[CH:32]=[CH:31][C:30]([NH:33][C:34](=[O:62])[C@@H:35]([NH:37][C:38](=[O:61])[C@@H:39]([NH:43][C:44](=[O:60])[O:45][CH2:46][CH:47]3[C:59]4[CH:58]=[CH:57][CH:56]=[CH:55][C:54]=4[C:53]4[C:48]3=[CH:49][CH:50]=[CH:51][CH:52]=4)[CH:40]([CH3:42])[CH3:41])[CH3:36])=[CH:29][CH:28]=2)=[CH:14]1)=[O:12])=[O:7])([CH3:4])([CH3:3])[CH3:2]. (2) Given the reactants [CH3:1][O:2][C:3](=[O:11])[C:4]1[CH:9]=[CH:8][CH:7]=[C:6]([OH:10])[CH:5]=1.C1(P(C2C=CC=CC=2)C2C=CC=CC=2)C=CC=CC=1.CCOC(/N=N/C(OCC)=O)=O.[Cl:43][C:44]1[CH:49]=[C:48]([Cl:50])[CH:47]=[CH:46][C:45]=1[CH2:51][CH2:52]O, predict the reaction product. The product is: [CH3:1][O:2][C:3](=[O:11])[C:4]1[CH:9]=[CH:8][CH:7]=[C:6]([O:10][CH2:52][CH2:51][C:45]2[CH:46]=[CH:47][C:48]([Cl:50])=[CH:49][C:44]=2[Cl:43])[CH:5]=1. (3) Given the reactants [NH:1]1[C:10]2[C:5](=[CH:6][CH:7]=[C:8]([OH:11])[CH:9]=2)[CH2:4][CH2:3][CH2:2]1.Br[CH2:13][C:14]1[CH:19]=[CH:18][CH:17]=[CH:16][CH:15]=1.C(=O)([O-])[O-].[K+].[K+].O, predict the reaction product. The product is: [CH2:13]([N:1]1[C:10]2[C:5](=[CH:6][CH:7]=[C:8]([OH:11])[CH:9]=2)[CH2:4][CH2:3][CH2:2]1)[C:14]1[CH:19]=[CH:18][CH:17]=[CH:16][CH:15]=1. (4) Given the reactants [O:1]1[CH2:5][CH2:4][CH2:3][CH:2]1[CH2:6][CH2:7][NH2:8].[C:9]([C:11]1[CH:16]=[CH:15][C:14]([C:17]2[CH:18]=[N:19][N:20]([C:23]3[CH:31]=[CH:30][C:26]([C:27](O)=[O:28])=[CH:25][N:24]=3)[C:21]=2[OH:22])=[C:13]([CH3:32])[CH:12]=1)#[N:10], predict the reaction product. The product is: [C:9]([C:11]1[CH:16]=[CH:15][C:14]([C:17]2[CH:18]=[N:19][N:20]([C:23]3[CH:31]=[CH:30][C:26]([C:27]([NH:8][CH2:7][CH2:6][CH:2]4[CH2:3][CH2:4][CH2:5][O:1]4)=[O:28])=[CH:25][N:24]=3)[C:21]=2[OH:22])=[C:13]([CH3:32])[CH:12]=1)#[N:10]. (5) Given the reactants [F:1][C:2]1[C:10]([F:11])=[CH:9][CH:8]=[CH:7][C:3]=1[C:4]([OH:6])=[O:5].[I:12]N1C(=O)CCC1=O.S(=O)(O)[O-].[Na+], predict the reaction product. The product is: [F:1][C:2]1[C:10]([F:11])=[CH:9][C:8]([I:12])=[CH:7][C:3]=1[C:4]([OH:6])=[O:5]. (6) Given the reactants [CH3:1][N:2]1[CH:6]=[C:5]([C:7]([OH:9])=O)[N:4]=[N:3]1.[F:10][C@H:11]1[C@@H:16]([O:17][C:18]2[CH:25]=[CH:24][C:23]([C:26]3[N:31]=[C:30]([NH:32][C:33]4[CH:38]=[CH:37][C:36]([N:39]5[CH2:44][CH2:43][N:42]([CH:45]6[CH2:48][O:47][CH2:46]6)[CH2:41][CH2:40]5)=[CH:35][CH:34]=4)[N:29]=[CH:28][N:27]=3)=[CH:22][C:19]=2[C:20]#[N:21])[CH2:15][CH2:14][NH:13][CH2:12]1, predict the reaction product. The product is: [F:10][C@H:11]1[C@@H:16]([O:17][C:18]2[CH:25]=[CH:24][C:23]([C:26]3[N:31]=[C:30]([NH:32][C:33]4[CH:38]=[CH:37][C:36]([N:39]5[CH2:40][CH2:41][N:42]([CH:45]6[CH2:48][O:47][CH2:46]6)[CH2:43][CH2:44]5)=[CH:35][CH:34]=4)[N:29]=[CH:28][N:27]=3)=[CH:22][C:19]=2[C:20]#[N:21])[CH2:15][CH2:14][N:13]([C:7]([C:5]2[N:4]=[N:3][N:2]([CH3:1])[CH:6]=2)=[O:9])[CH2:12]1. (7) Given the reactants [CH2:1]1[C:10]2[C:5](=[CH:6][CH:7]=[CH:8][CH:9]=2)[CH2:4][C@@H:3]([C:11]([OH:13])=[O:12])[NH:2]1.C(=O)([O-])O.[Na+].[CH3:19][C:20]([O:23][C:24](O[C:24]([O:23][C:20]([CH3:22])([CH3:21])[CH3:19])=[O:25])=[O:25])([CH3:22])[CH3:21], predict the reaction product. The product is: [C:20]([O:23][C:24]([N:2]1[C@H:3]([C:11]([OH:13])=[O:12])[CH2:4][C:5]2[C:10](=[CH:9][CH:8]=[CH:7][CH:6]=2)[CH2:1]1)=[O:25])([CH3:22])([CH3:21])[CH3:19]. (8) Given the reactants [NH2:1][C:2]1[N:7]=[C:6]([N:8]2[CH2:29][CH2:28][C:11]3([CH2:15][N:14]([C:16]([O:18][C:19]([CH3:22])([CH3:21])[CH3:20])=[O:17])[C@H:13]([C:23]([O:25][CH2:26][CH3:27])=[O:24])[CH2:12]3)[CH2:10][CH2:9]2)[CH:5]=[C:4]([O:30][C@H:31]([C:36]2[CH:41]=[C:40](Cl)[CH:39]=[CH:38][C:37]=2[C:43]2[CH:48]=[CH:47][CH:46]=[C:45]([S:49]([CH3:52])(=[O:51])=[O:50])[CH:44]=2)[C:32]([F:35])([F:34])[F:33])[N:3]=1.[CH2:53]([Sn](CCCC)(CCCC)C=CC)[CH2:54][CH2:55]C.[F-].[Cs+], predict the reaction product. The product is: [NH2:1][C:2]1[N:7]=[C:6]([N:8]2[CH2:29][CH2:28][C:11]3([CH2:15][N:14]([C:16]([O:18][C:19]([CH3:22])([CH3:21])[CH3:20])=[O:17])[C@H:13]([C:23]([O:25][CH2:26][CH3:27])=[O:24])[CH2:12]3)[CH2:10][CH2:9]2)[CH:5]=[C:4]([O:30][C@H:31]([C:36]2[CH:41]=[C:40]([CH:53]=[CH:54][CH3:55])[CH:39]=[CH:38][C:37]=2[C:43]2[CH:48]=[CH:47][CH:46]=[C:45]([S:49]([CH3:52])(=[O:51])=[O:50])[CH:44]=2)[C:32]([F:35])([F:34])[F:33])[N:3]=1.